Dataset: Reaction yield outcomes from USPTO patents with 853,638 reactions. Task: Predict the reaction yield, written as a fraction of the theoretical maximum amount of product (1.0 means a 100% yield; for example, 0.34 means a 34% yield). (1) The reactants are [Li+].[CH3:2]C([N-]C(C)C)C.C1COCC1.CCCCCCC.C(C1C=CC=CC=1)C.[Br:29][C:30]1[CH:31]=[C:32]([CH2:36][C:37]([OH:39])=[O:38])[CH:33]=[CH:34][CH:35]=1.CI. The catalyst is C1COCC1. The product is [Br:29][C:30]1[CH:31]=[C:32]([CH:36]([CH3:2])[C:37]([OH:39])=[O:38])[CH:33]=[CH:34][CH:35]=1. The yield is 1.00. (2) The reactants are [CH2:1]1[NH:6][CH2:5][CH2:4][N:3]2[CH2:7][C@@H:8]([OH:10])[CH2:9][C@H:2]12.[F:11][C:12]([F:24])([F:23])[C:13]1[CH:18]=[CH:17][C:16]([S:19](Cl)(=[O:21])=[O:20])=[CH:15][CH:14]=1.C(N(CC)CC)C. The catalyst is ClCCl. The yield is 0.780. The product is [F:24][C:12]([F:11])([F:23])[C:13]1[CH:14]=[CH:15][C:16]([S:19]([N:6]2[CH2:5][CH2:4][N:3]3[CH2:7][C@@H:8]([OH:10])[CH2:9][C@@H:2]3[CH2:1]2)(=[O:21])=[O:20])=[CH:17][CH:18]=1. (3) The reactants are Br[C:2]1[C:3]([C:8]([F:11])([F:10])[F:9])=[N:4][CH:5]=[CH:6][CH:7]=1.C1(P(C2CCCCC2)C2C=CC=CC=2C2C(CCC)=CC(CCC)=CC=2CCC)CCCCC1.C(=O)([O-])[O-].[Cs+].[Cs+].[Cl:52][C:53]1[CH:59]=[CH:58][C:57]([O:60][CH3:61])=[CH:56][C:54]=1[NH2:55]. The catalyst is C([O-])(=O)C.[Pd+2].C([O-])(=O)C. The product is [Cl:52][C:53]1[CH:59]=[CH:58][C:57]([O:60][CH3:61])=[CH:56][C:54]=1[NH:55][C:2]1[C:3]([C:8]([F:11])([F:10])[F:9])=[N:4][CH:5]=[CH:6][CH:7]=1. The yield is 0.702. (4) The reactants are C([O:8][C:9]1[CH:10]=[C:11]([C:23]2([C:26]#[N:27])[CH2:25][CH2:24]2)[CH:12]=[CH:13][C:14]=1[O:15]CC1C=CC=CC=1)C1C=CC=CC=1. The catalyst is CO.[Pd]. The product is [OH:8][C:9]1[CH:10]=[C:11]([C:23]2([C:26]#[N:27])[CH2:24][CH2:25]2)[CH:12]=[CH:13][C:14]=1[OH:15]. The yield is 0.920. (5) The product is [CH2:40]([O:1][C:2]1[C:10]2[O:9][CH2:8][CH:7]([C:11]3[CH:12]=[CH:13][C:14]([CH:17]([CH3:18])[CH3:19])=[CH:15][CH:16]=3)[C:6]=2[C:5]([CH3:20])=[C:4]([NH:21][C:22](=[O:28])[CH2:23][C:24]([CH3:27])([CH3:26])[CH3:25])[C:3]=1[CH3:29])[CH3:41]. The reactants are [OH:1][C:2]1[C:10]2[O:9][CH2:8][CH:7]([C:11]3[CH:16]=[CH:15][C:14]([CH:17]([CH3:19])[CH3:18])=[CH:13][CH:12]=3)[C:6]=2[C:5]([CH3:20])=[C:4]([NH:21][C:22](=[O:28])[CH2:23][C:24]([CH3:27])([CH3:26])[CH3:25])[C:3]=1[CH3:29].C(=O)([O-])[O-].[K+].[K+].S(OCC)(O[CH2:40][CH3:41])(=O)=O.O. The yield is 0.780. The catalyst is CC(C)=O. (6) The reactants are [CH:1]1([CH2:7][CH2:8][CH2:9][N:10]2[C:14](=[O:15])[N:13]([C:16]3[CH:21]=[CH:20][C:19]([N+:22]([O-])=O)=[CH:18][CH:17]=3)[N:12]=[N:11]2)[CH2:6][CH2:5][CH2:4][CH2:3][CH2:2]1.C(O)C. The catalyst is [Pd].C(OCC)(=O)C. The product is [NH2:22][C:19]1[CH:18]=[CH:17][C:16]([N:13]2[C:14](=[O:15])[N:10]([CH2:9][CH2:8][CH2:7][CH:1]3[CH2:6][CH2:5][CH2:4][CH2:3][CH2:2]3)[N:11]=[N:12]2)=[CH:21][CH:20]=1. The yield is 0.980.